Dataset: Full USPTO retrosynthesis dataset with 1.9M reactions from patents (1976-2016). Task: Predict the reactants needed to synthesize the given product. (1) Given the product [N+:13]([C:7]1[CH:8]=[C:9]2[C:4]([CH2:3][CH2:2][CH:1]2[C:10]([OH:12])=[O:11])=[CH:5][CH:6]=1)([O-:15])=[O:14], predict the reactants needed to synthesize it. The reactants are: [CH:1]1([C:10]([OH:12])=[O:11])[C:9]2[C:4](=[CH:5][CH:6]=[CH:7][CH:8]=2)[CH2:3][CH2:2]1.[N+:13]([O-])([OH:15])=[O:14]. (2) Given the product [CH3:15][C:4]1[C:5]([N:10]2[CH:14]=[N:13][CH:12]=[N:11]2)=[C:6]([CH:9]=[C:2]([CH:22]=[CH2:23])[CH:3]=1)[C:7]#[N:8], predict the reactants needed to synthesize it. The reactants are: Br[C:2]1[CH:3]=[C:4]([CH3:15])[C:5]([N:10]2[CH:14]=[N:13][CH:12]=[N:11]2)=[C:6]([CH:9]=1)[C:7]#[N:8].C([O-])([O-])=O.[K+].[K+].[C:22]1(P(C2C=CC=CC=2)C2C=CC=CC=2)C=CC=C[CH:23]=1. (3) Given the product [Cl:21][C:17]1[CH:16]=[C:15]([C:13]2[CH:12]=[CH:11][C:3]([C:4]([O:6][C:7]([CH3:9])([CH3:10])[CH3:8])=[O:5])=[C:2]([NH:1][C:29]3[CH:34]=[CH:33][CH:32]=[C:31]([OH:35])[CH:30]=3)[CH:14]=2)[CH:20]=[CH:19][CH:18]=1, predict the reactants needed to synthesize it. The reactants are: [NH2:1][C:2]1[CH:14]=[C:13]([C:15]2[CH:20]=[CH:19][CH:18]=[C:17]([Cl:21])[CH:16]=2)[CH:12]=[CH:11][C:3]=1[C:4]([O:6][C:7]([CH3:10])([CH3:9])[CH3:8])=[O:5].C(=O)([O-])[O-].[Cs+].[Cs+].I[C:29]1[CH:30]=[C:31]([OH:35])[CH:32]=[CH:33][CH:34]=1.C1(P(C2CCCCC2)C2C=CC=CC=2C2C(C(C)C)=CC(C(C)C)=CC=2C(C)C)CCCCC1.C(O)(=O)CC(CC(O)=O)(C(O)=O)O. (4) Given the product [CH2:29]([N:12]([CH2:13][CH2:14][C:15]1[C:19]2[CH:20]=[CH:21][CH:22]=[C:23]([O:24][CH3:25])[C:18]=2[O:17][CH:16]=1)[CH:8]1[CH2:7][C:6]2[C:5]([C:26]([NH2:28])=[O:27])=[CH:4][CH:3]=[C:2]([F:1])[C:11]=2[O:10][CH2:9]1)[CH3:30], predict the reactants needed to synthesize it. The reactants are: [F:1][C:2]1[C:11]2[O:10][CH2:9][CH:8]([NH:12][CH2:13][CH2:14][C:15]3[C:19]4[CH:20]=[CH:21][CH:22]=[C:23]([O:24][CH3:25])[C:18]=4[O:17][CH:16]=3)[CH2:7][C:6]=2[C:5]([C:26]([NH2:28])=[O:27])=[CH:4][CH:3]=1.[C:29](O)(=O)[CH3:30].C(=O)C.C([BH3-])#N.[Na+]. (5) The reactants are: [Br:1][C:2]1[CH:3]=[C:4]2[C:9](=[CH:10][CH:11]=1)[N:8]=[C:7]([O:12][CH3:13])[C:6]([CH2:14]Br)=[C:5]2[Cl:16].[F:17][C:18]([F:27])([F:26])[C:19]1([OH:25])[CH2:24][CH2:23][NH:22][CH2:21][CH2:20]1.C(N(CC)C(C)C)(C)C. Given the product [Br:1][C:2]1[CH:3]=[C:4]2[C:9](=[CH:10][CH:11]=1)[N:8]=[C:7]([O:12][CH3:13])[C:6]([CH2:14][N:22]1[CH2:21][CH2:20][C:19]([C:18]([F:17])([F:26])[F:27])([OH:25])[CH2:24][CH2:23]1)=[C:5]2[Cl:16], predict the reactants needed to synthesize it. (6) Given the product [OH:1][C@@H:2]([C:6]1[CH:7]=[CH:8][C:9]([C:10]([NH:16][CH:17]=[CH:18][C:19]([O:21][CH2:22][CH3:23])=[O:20])=[O:12])=[CH:13][CH:14]=1)[CH2:3][CH2:4][CH3:5], predict the reactants needed to synthesize it. The reactants are: [OH:1][C@@H:2]([C:6]1[CH:14]=[CH:13][C:9]([C:10]([OH:12])=O)=[CH:8][CH:7]=1)[CH2:3][CH2:4][CH3:5].Cl.[NH2:16][CH2:17][CH2:18][C:19]([O:21][CH2:22][CH3:23])=[O:20].F[P-](F)(F)(F)(F)F.N1(OC(N(C)C)=[N+](C)C)C2N=CC=CC=2N=N1.C(N(C(C)C)CC)(C)C.